From a dataset of Full USPTO retrosynthesis dataset with 1.9M reactions from patents (1976-2016). Predict the reactants needed to synthesize the given product. Given the product [F:1][C:2]1[CH:7]=[CH:6][C:5]([CH3:8])=[CH:4][C:3]=1[NH:9][C:10](=[O:11])[NH:9][C:3]1[CH:4]=[CH:5][CH:6]=[CH:7][C:2]=1[C:26]1[CH:25]=[CH:24][CH:23]=[C:22]2[C:27]=1[CH:19]=[C:20]([C:28]([NH2:30])=[O:29])[NH:21]2, predict the reactants needed to synthesize it. The reactants are: [F:1][C:2]1[CH:7]=[CH:6][C:5]([CH3:8])=[CH:4][C:3]=1[N:9]=[C:10]=[O:11].NC1C=CC([C:19]2[C:27]3[C:22](=[CH:23][CH:24]=[CH:25][CH:26]=3)[NH:21][C:20]=2[C:28]([NH2:30])=[O:29])=CC=1.